This data is from Forward reaction prediction with 1.9M reactions from USPTO patents (1976-2016). The task is: Predict the product of the given reaction. (1) Given the reactants [CH:1]1([N:6]2[C:14]3[CH:13]=[C:12]([C:15]4[CH:20]=[CH:19][CH:18]=[C:17]([O:21][CH2:22][CH2:23][CH2:24]O)[CH:16]=4)[CH:11]=[C:10]([C:26]([NH:28][CH2:29][C:30]4[C:31](=[O:38])[NH:32][C:33]([CH3:37])=[CH:34][C:35]=4[CH3:36])=[O:27])[C:9]=3[CH:8]=[N:7]2)[CH2:5][CH2:4][CH2:3][CH2:2]1.C1(P(C2C=CC=CC=2)C2C=CC=CC=2)C=CC=CC=1.C(Br)(Br)(Br)[Br:59].O, predict the reaction product. The product is: [Br:59][CH2:24][CH2:23][CH2:22][O:21][C:17]1[CH:16]=[C:15]([C:12]2[CH:11]=[C:10]([C:26]([NH:28][CH2:29][C:30]3[C:31](=[O:38])[NH:32][C:33]([CH3:37])=[CH:34][C:35]=3[CH3:36])=[O:27])[C:9]3[CH:8]=[N:7][N:6]([CH:1]4[CH2:5][CH2:4][CH2:3][CH2:2]4)[C:14]=3[CH:13]=2)[CH:20]=[CH:19][CH:18]=1. (2) Given the reactants [C:1]([O:5][C:6]([NH:8][C@H:9]([CH2:13][C:14]1[C:22]2[C:17](=[CH:18][CH:19]=[CH:20][CH:21]=2)[N:16]([CH2:23][CH2:24][CH2:25][CH2:26][CH3:27])[CH:15]=1)[C:10]([OH:12])=O)=[O:7])([CH3:4])([CH3:3])[CH3:2].CCN=C=NCCCN(C)C.Cl.C1C=CC2N(O)N=NC=2C=1.[CH2:50]([O:57][NH2:58])[C:51]1[CH:56]=[CH:55][CH:54]=[CH:53][CH:52]=1, predict the reaction product. The product is: [C:1]([O:5][C:6]([NH:8][C@H:9]([CH2:13][C:14]1[C:22]2[C:17](=[CH:18][CH:19]=[CH:20][CH:21]=2)[N:16]([CH2:23][CH2:24][CH2:25][CH2:26][CH3:27])[CH:15]=1)[C:10]([NH:58][O:57][CH2:50][C:51]1[CH:56]=[CH:55][CH:54]=[CH:53][CH:52]=1)=[O:12])=[O:7])([CH3:4])([CH3:2])[CH3:3]. (3) Given the reactants Br[C:2]1[CH:20]=[CH:19][CH:18]=[C:17]([Cl:21])[C:3]=1[CH2:4][CH:5]1[CH2:9][CH2:8][N:7]([CH:10]2[CH2:15][CH2:14][CH2:13][CH2:12][CH2:11]2)[C:6]1=[O:16].B1(B2OCC(C)(C)CO2)OCC(C)(C)C[O:23]1.CC([O-])=O.[K+].C[N+]1([O-])CCOCC1.S(=O)(O)[O-].[Na+], predict the reaction product. The product is: [Cl:21][C:17]1[CH:18]=[CH:19][CH:20]=[C:2]([OH:23])[C:3]=1[CH2:4][CH:5]1[CH2:9][CH2:8][N:7]([CH:10]2[CH2:15][CH2:14][CH2:13][CH2:12][CH2:11]2)[C:6]1=[O:16]. (4) Given the reactants [NH2:1][C:2]1[CH:3]=[CH:4][C:5]2[N:11]([CH3:12])[C:10](=[O:13])[O:9][CH2:8][CH2:7][C:6]=2[CH:14]=1.[CH3:15][NH:16][C:17]([C:19]1[C:23]([NH:24][C:25]2[C:30]([Cl:31])=[CH:29][N:28]=[C:27](Cl)[N:26]=2)=[C:22]([CH3:33])[O:21][N:20]=1)=[O:18].CNC(C1C=C(C)ON=1)=O, predict the reaction product. The product is: [CH3:15][NH:16][C:17]([C:19]1[C:23]([NH:24][C:25]2[C:30]([Cl:31])=[CH:29][N:28]=[C:27]([NH:1][C:2]3[CH:3]=[CH:4][C:5]4[N:11]([CH3:12])[C:10](=[O:13])[O:9][CH2:8][CH2:7][C:6]=4[CH:14]=3)[N:26]=2)=[C:22]([CH3:33])[O:21][N:20]=1)=[O:18]. (5) Given the reactants [CH3:1][O:2][C:3]1[CH:4]=[C:5]2[C:10](=[CH:11][C:12]=1[O:13][CH3:14])[N:9]=[CH:8][CH:7]=[C:6]2[O:15][C:16]1[CH:22]=[CH:21][C:19]([NH2:20])=[CH:18][CH:17]=1.Cl[C:24](Cl)([O:26]C(=O)OC(Cl)(Cl)Cl)Cl.[O:35]1[CH2:40][CH2:39][N:38]([CH2:41][CH2:42][CH:43]([OH:47])[CH2:44][CH2:45][CH3:46])[CH2:37][CH2:36]1.C(=O)(O)[O-].[Na+], predict the reaction product. The product is: [CH3:1][O:2][C:3]1[CH:4]=[C:5]2[C:10](=[CH:11][C:12]=1[O:13][CH3:14])[N:9]=[CH:8][CH:7]=[C:6]2[O:15][C:16]1[CH:22]=[CH:21][C:19]([NH:20][C:24](=[O:26])[O:47][CH:43]([CH2:42][CH2:41][N:38]2[CH2:39][CH2:40][O:35][CH2:36][CH2:37]2)[CH2:44][CH2:45][CH3:46])=[CH:18][CH:17]=1. (6) Given the reactants C=O.[C:3](O)(=O)C.C(O[BH-](OC(=O)C)OC(=O)C)(=O)C.[Na+].[OH:21][C:22]1[CH:49]=[CH:48][C:47]([CH:50]2[CH2:55][CH2:54][CH2:53][CH2:52][NH:51]2)=[CH:46][C:23]=1[C:24]([NH:26][C:27]1[CH:39]=[C:38]([C:40]2[CH:45]=[CH:44][CH:43]=[CH:42][CH:41]=2)[CH:37]=[CH:36][C:28]=1[C:29]([O:31][C:32]([CH3:35])([CH3:34])[CH3:33])=[O:30])=[O:25], predict the reaction product. The product is: [OH:21][C:22]1[CH:49]=[CH:48][C:47]([CH:50]2[CH2:55][CH2:54][CH2:53][CH2:52][N:51]2[CH3:3])=[CH:46][C:23]=1[C:24]([NH:26][C:27]1[CH:39]=[C:38]([C:40]2[CH:45]=[CH:44][CH:43]=[CH:42][CH:41]=2)[CH:37]=[CH:36][C:28]=1[C:29]([O:31][C:32]([CH3:35])([CH3:34])[CH3:33])=[O:30])=[O:25]. (7) Given the reactants [CH3:1][C:2]1[N:6]([C:7]2[CH:12]=[CH:11][C:10]([C:13]([F:16])([F:15])[F:14])=[CH:9][CH:8]=2)[N:5]=[CH:4][C:3]=1[C:17]([NH2:19])=[O:18].Br[C:21]1[CH:22]=[C:23]([CH3:33])[C:24]([C:27]2[CH2:28][CH2:29][O:30][CH2:31][CH:32]=2)=[N:25][CH:26]=1.P([O-])([O-])([O-])=O.[K+].[K+].[K+], predict the reaction product. The product is: [O:30]1[CH2:31][CH:32]=[C:27]([C:24]2[N:25]=[CH:26][C:21]([NH:19][C:17]([C:3]3[CH:4]=[N:5][N:6]([C:7]4[CH:12]=[CH:11][C:10]([C:13]([F:16])([F:14])[F:15])=[CH:9][CH:8]=4)[C:2]=3[CH3:1])=[O:18])=[CH:22][C:23]=2[CH3:33])[CH2:28][CH2:29]1.